From a dataset of NCI-60 drug combinations with 297,098 pairs across 59 cell lines. Regression. Given two drug SMILES strings and cell line genomic features, predict the synergy score measuring deviation from expected non-interaction effect. (1) Drug 1: CC1=C(C=C(C=C1)NC(=O)C2=CC=C(C=C2)CN3CCN(CC3)C)NC4=NC=CC(=N4)C5=CN=CC=C5. Drug 2: CC1CCCC2(C(O2)CC(NC(=O)CC(C(C(=O)C(C1O)C)(C)C)O)C(=CC3=CSC(=N3)C)C)C. Cell line: SK-MEL-2. Synergy scores: CSS=71.5, Synergy_ZIP=11.8, Synergy_Bliss=10.9, Synergy_Loewe=-26.3, Synergy_HSA=7.59. (2) Drug 1: CC1OCC2C(O1)C(C(C(O2)OC3C4COC(=O)C4C(C5=CC6=C(C=C35)OCO6)C7=CC(=C(C(=C7)OC)O)OC)O)O. Drug 2: CN(CC1=CN=C2C(=N1)C(=NC(=N2)N)N)C3=CC=C(C=C3)C(=O)NC(CCC(=O)O)C(=O)O. Cell line: PC-3. Synergy scores: CSS=35.9, Synergy_ZIP=-4.84, Synergy_Bliss=-8.95, Synergy_Loewe=-7.80, Synergy_HSA=-4.56.